The task is: Predict the product of the given reaction.. This data is from Forward reaction prediction with 1.9M reactions from USPTO patents (1976-2016). (1) Given the reactants [Cl:1][C:2]1[CH:7]=[CH:6][C:5]([Cl:8])=[CH:4][C:3]=1[CH:9]1[CH2:15][CH2:14][CH2:13][CH2:12][CH2:11][C:10]1=[O:16].C(O[CH:22](N(C)C)[N:23]([CH3:25])[CH3:24])(C)(C)C, predict the reaction product. The product is: [Cl:1][C:2]1[CH:7]=[CH:6][C:5]([Cl:8])=[CH:4][C:3]=1[CH:9]1[CH2:15][CH2:14][CH2:13][CH2:12][C:11](=[CH:22][N:23]([CH3:25])[CH3:24])[C:10]1=[O:16]. (2) Given the reactants [CH3:1][S:2](Cl)(=[O:4])=[O:3].[CH:6]([O:9][C:10]([N:12]1[CH2:17][CH2:16][CH:15]([O:18][N:19]=[C:20]2[CH2:25][CH2:24][N:23]([C:26]3[CH:31]=[C:30]([F:32])[C:29]([CH2:33]O)=[CH:28][C:27]=3[F:35])[CH2:22][CH2:21]2)[CH2:14][CH2:13]1)=[O:11])([CH3:8])[CH3:7].C(N(CC)CC)C, predict the reaction product. The product is: [CH:6]([O:9][C:10]([N:12]1[CH2:17][CH2:16][CH:15]([O:18][N:19]=[C:20]2[CH2:25][CH2:24][N:23]([C:26]3[CH:31]=[C:30]([F:32])[C:29]([CH2:33][S:2]([CH3:1])(=[O:4])=[O:3])=[CH:28][C:27]=3[F:35])[CH2:22][CH2:21]2)[CH2:14][CH2:13]1)=[O:11])([CH3:8])[CH3:7]. (3) The product is: [C:1]([C:4]1[C:12]2[C:7](=[CH:8][CH:9]=[CH:10][CH:11]=2)[N:6]([CH2:19][C:18]([O:17][C:13]([CH3:16])([CH3:15])[CH3:14])=[O:21])[CH:5]=1)(=[O:3])[CH3:2]. Given the reactants [C:1]([C:4]1[C:12]2[C:7](=[CH:8][CH:9]=[CH:10][CH:11]=2)[NH:6][CH:5]=1)(=[O:3])[CH3:2].[C:13]([O:17][C:18](=[O:21])[CH2:19]Br)([CH3:16])([CH3:15])[CH3:14].C(=O)([O-])[O-].[K+].[K+], predict the reaction product. (4) Given the reactants [Cl:1][C:2]1[CH:7]=[CH:6][C:5]([CH2:8][NH:9][C:10]([C:12]2[NH:13][C:14]3[C:19]([CH:20]=2)=[CH:18][C:17]([NH:21][C:22]([C@@H:24]2[CH2:29][CH2:28][CH2:27][CH2:26][N:25]2C(OC(C)(C)C)=O)=[O:23])=[CH:16][CH:15]=3)=[O:11])=[C:4]([F:37])[C:3]=1[O:38][C:39]1[CH:44]=[C:43]([C:45]#[N:46])[CH:42]=[C:41]([Cl:47])[CH:40]=1.[F:48][C:49]([F:54])([F:53])[C:50]([OH:52])=[O:51], predict the reaction product. The product is: [F:48][C:49]([F:54])([F:53])[C:50]([OH:52])=[O:51].[Cl:1][C:2]1[CH:7]=[CH:6][C:5]([CH2:8][NH:9][C:10]([C:12]2[NH:13][C:14]3[C:19]([CH:20]=2)=[CH:18][C:17]([NH:21][C:22]([C@@H:24]2[CH2:29][CH2:28][CH2:27][CH2:26][NH:25]2)=[O:23])=[CH:16][CH:15]=3)=[O:11])=[C:4]([F:37])[C:3]=1[O:38][C:39]1[CH:44]=[C:43]([C:45]#[N:46])[CH:42]=[C:41]([Cl:47])[CH:40]=1. (5) Given the reactants ClN1C(=O)CCC1=O.[CH:9](=[N:11][OH:12])[CH3:10].[C:13]([C:15]1[CH:20]=[C:19]([O:21][C:22]2[CH:23]=[CH:24][C:25]([NH:29][C:30](=[O:32])[CH3:31])=[N:26][C:27]=2[CH3:28])[CH:18]=[CH:17][N:16]=1)#[CH:14].O, predict the reaction product. The product is: [CH3:28][C:27]1[N:26]=[C:25]([NH:29][C:30](=[O:32])[CH3:31])[CH:24]=[CH:23][C:22]=1[O:21][C:19]1[CH:18]=[CH:17][N:16]=[C:15]([C:13]2[O:12][N:11]=[C:9]([CH3:10])[CH:14]=2)[CH:20]=1. (6) Given the reactants [NH2:1][C:2]1[CH:3]=[C:4]([C:8]2[N:13]3[N:14]=[CH:15][C:16]([C:17]([C:19]4[S:20][CH:21]=[CH:22][CH:23]=4)=[O:18])=[C:12]3[N:11]=[CH:10][CH:9]=2)[CH:5]=[CH:6][CH:7]=1.[Cl:24][C:25]1[CH:32]=[CH:31][C:28]([CH:29]=O)=[CH:27][CH:26]=1, predict the reaction product. The product is: [Cl:24][C:25]1[CH:32]=[CH:31][C:28]([CH2:29][NH:1][C:2]2[CH:3]=[C:4]([C:8]3[N:13]4[N:14]=[CH:15][C:16]([C:17]([C:19]5[S:20][CH:21]=[CH:22][CH:23]=5)=[O:18])=[C:12]4[N:11]=[CH:10][CH:9]=3)[CH:5]=[CH:6][CH:7]=2)=[CH:27][CH:26]=1. (7) Given the reactants C([O:8][C:9]1[C:14](=[O:15])[N:13]2[CH:16]=[C:17]([N:27]3[CH2:32][CH2:31][O:30][CH2:29][CH2:28]3)[CH:18]=[C:19]([N:20]3[CH2:24][CH2:23][N:22]([CH3:25])[C:21]3=[O:26])[C:12]2=[N:11][C:10]=1[C:33]1[S:34][C:35]([CH2:38][C:39]2[CH:44]=[CH:43][C:42]([F:45])=[C:41]([Cl:46])[CH:40]=2)=[CH:36][N:37]=1)C1C=CC=CC=1, predict the reaction product. The product is: [Cl:46][C:41]1[CH:40]=[C:39]([CH:44]=[CH:43][C:42]=1[F:45])[CH2:38][C:35]1[S:34][C:33]([C:10]2[N:11]=[C:12]3[C:19]([N:20]4[CH2:24][CH2:23][N:22]([CH3:25])[C:21]4=[O:26])=[CH:18][C:17]([N:27]4[CH2:32][CH2:31][O:30][CH2:29][CH2:28]4)=[CH:16][N:13]3[C:14](=[O:15])[C:9]=2[OH:8])=[N:37][CH:36]=1.